This data is from Forward reaction prediction with 1.9M reactions from USPTO patents (1976-2016). The task is: Predict the product of the given reaction. Given the reactants CO.[CH2:3]([O:10][C:11]1[N:16]=[CH:15][C:14]([CH:17]=[O:18])=[CH:13][CH:12]=1)[C:4]1[CH:9]=[CH:8][CH:7]=[CH:6][CH:5]=1.[BH4-].[Na+], predict the reaction product. The product is: [CH2:3]([O:10][C:11]1[N:16]=[CH:15][C:14]([CH2:17][OH:18])=[CH:13][CH:12]=1)[C:4]1[CH:5]=[CH:6][CH:7]=[CH:8][CH:9]=1.